Dataset: Full USPTO retrosynthesis dataset with 1.9M reactions from patents (1976-2016). Task: Predict the reactants needed to synthesize the given product. (1) Given the product [C:1]([C:5]1[C:6]([Cl:34])=[C:7]([C:11]2[NH:33][C:14]3[C:15]([O:29][CH2:30][CH2:31][N:36]([CH3:37])[CH3:35])=[N:16][C:17]([C:19]4[CH:24]=[CH:23][CH:22]=[CH:21][C:20]=4[C:25]([F:26])([F:27])[F:28])=[CH:18][C:13]=3[N:12]=2)[N:8]([CH3:10])[N:9]=1)([CH3:4])([CH3:2])[CH3:3], predict the reactants needed to synthesize it. The reactants are: [C:1]([C:5]1[C:6]([Cl:34])=[C:7]([C:11]2[NH:33][C:14]3[C:15]([O:29][CH2:30][CH:31]=O)=[N:16][C:17]([C:19]4[CH:24]=[CH:23][CH:22]=[CH:21][C:20]=4[C:25]([F:28])([F:27])[F:26])=[CH:18][C:13]=3[N:12]=2)[N:8]([CH3:10])[N:9]=1)([CH3:4])([CH3:3])[CH3:2].[CH3:35][NH:36][CH3:37].C1COCC1.C([BH3-])#N.[Na+]. (2) The reactants are: [O:1]([C:8]1[CH:13]=[CH:12][C:11]([C:14]2[C:22]3[C:21]([NH2:23])=[N:20][CH:19]=[N:18][C:17]=3[N:16]([C@@H:24]3[CH2:29][CH2:28][CH2:27][NH:26][CH2:25]3)[CH:15]=2)=[CH:10][CH:9]=1)[C:2]1[CH:7]=[CH:6][CH:5]=[CH:4][CH:3]=1.[C:30]([C:32](=[CH:36][CH:37]1[CH2:39][CH2:38]1)[C:33](O)=[O:34])#[N:31].CCN(C(C)C)C(C)C.CN(C(ON1N=NC2C=CC=NC1=2)=[N+](C)C)C.F[P-](F)(F)(F)(F)F. Given the product [NH2:23][C:21]1[C:22]2[C:14]([C:11]3[CH:10]=[CH:9][C:8]([O:1][C:2]4[CH:7]=[CH:6][CH:5]=[CH:4][CH:3]=4)=[CH:13][CH:12]=3)=[CH:15][N:16]([C@@H:24]3[CH2:29][CH2:28][CH2:27][N:26]([C:33]([C:32](=[CH:36][CH:37]4[CH2:39][CH2:38]4)[C:30]#[N:31])=[O:34])[CH2:25]3)[C:17]=2[N:18]=[CH:19][N:20]=1, predict the reactants needed to synthesize it. (3) Given the product [Cl:1][C:2]1[N:3]=[C:4]([NH:23][C:22]2[CH:24]=[CH:25][CH:26]=[C:20]([N:16]3[CH2:17][CH2:18][CH2:19][CH:15]3[CH2:14][O:13][CH3:12])[CH:21]=2)[C:5]2[N:10]=[CH:9][S:8][C:6]=2[N:7]=1, predict the reactants needed to synthesize it. The reactants are: [Cl:1][C:2]1[N:3]=[C:4](Cl)[C:5]2[N:10]=[CH:9][S:8][C:6]=2[N:7]=1.[CH3:12][O:13][CH2:14][CH:15]1[CH2:19][CH2:18][CH2:17][N:16]1[C:20]1[CH:21]=[C:22]([CH:24]=[CH:25][CH:26]=1)[NH2:23].CCN(C(C)C)C(C)C.O. (4) Given the product [Si:23]([O:30][CH2:31][CH2:32][CH2:33][C@@H:34]([O:39][CH2:40][C:41]1[CH:42]=[CH:43][C:44]([O:47][CH3:48])=[CH:45][CH:46]=1)[C@H:35]([CH3:38])[C@@H:36]([OH:37])[C@@H:50]([CH3:49])[C:51]([O:14][C:15]1[C:16]([CH3:22])=[CH:17][CH:18]=[CH:19][C:20]=1[CH3:21])=[O:52])([C:26]([CH3:29])([CH3:28])[CH3:27])([CH3:25])[CH3:24], predict the reactants needed to synthesize it. The reactants are: [Li+].CC([N-]C(C)C)C.C(O[O:14][C:15]1[C:20]([CH3:21])=[CH:19][CH:18]=[CH:17][C:16]=1[CH3:22])(=O)CC.[Si:23]([O:30][CH2:31][CH2:32][CH2:33][C@@H:34]([O:39][CH2:40][C:41]1[CH:46]=[CH:45][C:44]([O:47][CH3:48])=[CH:43][CH:42]=1)[C@H:35]([CH3:38])[CH:36]=[O:37])([C:26]([CH3:29])([CH3:28])[CH3:27])([CH3:25])[CH3:24].[CH2:49]1C[O:52][CH2:51][CH2:50]1. (5) Given the product [CH3:40][O:39][C:36]1[S:35][C:34]([NH:33][C:47]([N:9]2[C:6]3[C:5](=[CH:4][C:3]([C:2]([F:23])([F:1])[F:24])=[CH:8][CH:7]=3)[C:11]3([CH2:15][CH2:14][N:13]([C:16](=[O:17])[C:26]([NH:42][CH3:41])=[O:32])[CH2:12]3)[CH2:10]2)=[O:43])=[N:38][CH:37]=1, predict the reactants needed to synthesize it. The reactants are: [F:1][C:2]([F:24])([F:23])[C:3]1[CH:4]=[C:5]2[C:11]3([CH2:15][CH2:14][N:13]([C:16](OC(C)(C)C)=[O:17])[CH2:12]3)[CH2:10][NH:9][C:6]2=[CH:7][CH:8]=1.Cl[C:26](=[O:32])C(OCC)=O.[NH2:33][C:34]1[S:35][C:36]([O:39][CH3:40])=[CH:37][N:38]=1.[CH3:41][NH2:42].[O:43]1[CH2:47]CCC1.